Dataset: Peptide-MHC class I binding affinity with 185,985 pairs from IEDB/IMGT. Task: Regression. Given a peptide amino acid sequence and an MHC pseudo amino acid sequence, predict their binding affinity value. This is MHC class I binding data. The peptide sequence is TSTVEEQIQW. The MHC is HLA-A24:02 with pseudo-sequence HLA-A24:02. The binding affinity (normalized) is 0.